Task: Regression/Classification. Given a drug SMILES string, predict its absorption, distribution, metabolism, or excretion properties. Task type varies by dataset: regression for continuous measurements (e.g., permeability, clearance, half-life) or binary classification for categorical outcomes (e.g., BBB penetration, CYP inhibition). Dataset: cyp2c19_veith.. Dataset: CYP2C19 inhibition data for predicting drug metabolism from PubChem BioAssay (1) The compound is CN1CCCN=C1/C=C\c1cccs1.O=C(O)[C@@H](O)[C@@H](O)C(=O)O. The result is 0 (non-inhibitor). (2) The molecule is CN(C)CCCNc1c(C(=O)O)cnc2c1cnn2C. The result is 0 (non-inhibitor). (3) The drug is N[C@H](C(=O)O)c1nn[nH]n1. The result is 0 (non-inhibitor). (4) The drug is CC(=O)c1[nH]c(C)c(C(C)=O)c1C. The result is 0 (non-inhibitor). (5) The compound is Cc1ccc(/C=C/C2=Cc3c(sc(NC(=O)CSc4n[nH]c(N)n4)c3C#N)C(C)(C)C2)o1. The result is 1 (inhibitor). (6) The drug is COc1ccc(C(=O)NCS(=O)(=O)c2ccc(C)cc2)cc1. The result is 1 (inhibitor). (7) The compound is CC(C)(C)C(=O)NC(=C(Cl)Cl)P(=O)(O)O. The result is 0 (non-inhibitor).